From a dataset of Reaction yield outcomes from USPTO patents with 853,638 reactions. Predict the reaction yield, written as a fraction of the theoretical maximum amount of product (1.0 means a 100% yield; for example, 0.34 means a 34% yield). (1) The reactants are C(OC([N:8]1[C:12]2[CH:13]=[CH:14][CH:15]=[CH:16][C:11]=2[N:10]=[C:9]1[CH2:17][N:18]([CH2:29][C:30]1[CH:35]=[CH:34][C:33]([C:36]([O:38]C)=O)=[CH:32][C:31]=1[C:40]#[N:41])[CH:19]1[C:28]2[N:27]=[CH:26][CH:25]=[CH:24][C:23]=2[CH2:22][CH2:21][CH2:20]1)=O)(C)(C)C.[NH3:42]. The catalyst is [Ni].O.CO. The product is [NH:10]1[C:11]2[CH:16]=[CH:15][CH:14]=[CH:13][C:12]=2[N:8]=[C:9]1[CH2:17][N:18]([CH2:29][C:30]1[CH:35]=[CH:34][C:33]([C:36]([NH2:42])=[O:38])=[CH:32][C:31]=1[C:40]#[N:41])[CH:19]1[C:28]2[N:27]=[CH:26][CH:25]=[CH:24][C:23]=2[CH2:22][CH2:21][CH2:20]1. The yield is 0.360. (2) The yield is 0.569. No catalyst specified. The reactants are [NH2:1][CH2:2][C:3]1[O:4][CH:5]=[C:6]([O:10][CH2:11][C:12]2[CH:17]=[CH:16][CH:15]=[CH:14][CH:13]=2)[C:7](=[O:9])[CH:8]=1.[Cl:18][C:19]1[CH:20]=[C:21]([S:25](Cl)(=[O:27])=[O:26])[CH:22]=[CH:23][CH:24]=1.C(OC1C(=O)C=C(CNS(C2C=CC=CC=2)(=O)=O)OC=1)C1C=CC=CC=1. The product is [CH2:11]([O:10][C:6]1[C:7](=[O:9])[CH:8]=[C:3]([CH2:2][NH:1][S:25]([C:21]2[CH:22]=[CH:23][CH:24]=[C:19]([Cl:18])[CH:20]=2)(=[O:27])=[O:26])[O:4][CH:5]=1)[C:12]1[CH:17]=[CH:16][CH:15]=[CH:14][CH:13]=1.